This data is from Forward reaction prediction with 1.9M reactions from USPTO patents (1976-2016). The task is: Predict the product of the given reaction. (1) Given the reactants FC(F)(F)S(O[C:7]1[C:8]([C:18]([N:20]([O:22][CH3:23])[CH3:21])=[O:19])=[CH:9][C:10]([Cl:17])=[C:11]2[C:16]=1[N:15]=[CH:14][CH:13]=[CH:12]2)(=O)=O.[OH:26][CH:27]1[CH2:32][CH2:31][NH:30][CH2:29][CH2:28]1.C(=O)([O-])[O-].[Cs+].[Cs+], predict the reaction product. The product is: [Cl:17][C:10]1[CH:9]=[C:8]([C:18]([N:20]([O:22][CH3:23])[CH3:21])=[O:19])[C:7]([N:30]2[CH2:31][CH2:32][CH:27]([OH:26])[CH2:28][CH2:29]2)=[C:16]2[C:11]=1[CH:12]=[CH:13][CH:14]=[N:15]2. (2) Given the reactants [OH:1][C:2]1[CH:7]=[CH:6][CH:5]=[CH:4][C:3]=1[C:8]1[CH:13]=[CH:12][C:11]([CH2:14][NH:15][C:16](=[O:22])[O:17][C:18]([CH3:21])([CH3:20])[CH3:19])=[CH:10][CH:9]=1.Br[CH2:24][CH2:25][CH2:26][CH2:27][CH3:28], predict the reaction product. The product is: [CH2:24]([O:1][C:2]1[CH:7]=[CH:6][CH:5]=[CH:4][C:3]=1[C:8]1[CH:13]=[CH:12][C:11]([CH2:14][NH:15][C:16](=[O:22])[O:17][C:18]([CH3:19])([CH3:21])[CH3:20])=[CH:10][CH:9]=1)[CH2:25][CH2:26][CH2:27][CH3:28]. (3) Given the reactants [Cl:1][C:2]1[C:3]([NH:17][NH:18][C:19]([CH:21]2[CH2:26][CH2:25][O:24][CH2:23][CH2:22]2)=O)=[N:4][C:5]2[C:10]([N:11]=1)=[CH:9][C:8]([C:12]([O:14][CH3:15])=[O:13])=[C:7]([CH3:16])[CH:6]=2.S(Cl)(Cl)=O, predict the reaction product. The product is: [Cl:1][C:2]1[C:3]2[N:4]([C:19]([CH:21]3[CH2:26][CH2:25][O:24][CH2:23][CH2:22]3)=[N:18][N:17]=2)[C:5]2[C:10]([N:11]=1)=[CH:9][C:8]([C:12]([O:14][CH3:15])=[O:13])=[C:7]([CH3:16])[CH:6]=2. (4) Given the reactants C(OCC)(=O)C.[F:7][C:8]1[CH:9]=[C:10]([CH:14]=[C:15]([O:21][CH3:22])[C:16]=1[O:17][CH2:18][C:19]#[CH:20])[C:11](Cl)=[O:12].[CH3:23][CH:24]1[CH2:29][CH2:28][CH2:27][CH2:26][CH:25]1[NH2:30], predict the reaction product. The product is: [CH3:23][CH:24]1[CH2:29][CH2:28][CH2:27][CH2:26][CH:25]1[NH:30][C:11](=[O:12])[C:10]1[CH:14]=[C:15]([O:21][CH3:22])[C:16]([O:17][CH2:18][C:19]#[CH:20])=[C:8]([F:7])[CH:9]=1. (5) Given the reactants [NH2:1][C:2]1[CH:3]=[C:4]2[C:17](=[CH:18][CH:19]=1)[CH2:16][C@:6]1([C:14]3[C:9](=[N:10][CH:11]=[CH:12][CH:13]=3)[NH:8][C:7]1=[O:15])[CH2:5]2.[I:20]N1C(=O)CCC1=O, predict the reaction product. The product is: [NH2:1][C:2]1[CH:3]=[C:4]2[C:17](=[CH:18][C:19]=1[I:20])[CH2:16][C@:6]1([C:14]3[C:9](=[N:10][CH:11]=[CH:12][CH:13]=3)[NH:8][C:7]1=[O:15])[CH2:5]2. (6) Given the reactants CC([Si](C)(C)[O:6][C@H:7]1[CH2:12][N:11]([CH2:13][CH2:14][N:15]2[C:24]3[C:19](=[CH:20][CH:21]=[C:22]([F:25])[CH:23]=3)[CH:18]=[CH:17][C:16]2=[O:26])[CH2:10][C@@H:9]([CH2:27][NH:28]C(=O)OC(C)(C)C)[CH2:8]1)(C)C.[ClH:38].O1CCOCC1, predict the reaction product. The product is: [ClH:38].[NH2:28][CH2:27][C@H:9]1[CH2:8][C@@H:7]([OH:6])[CH2:12][N:11]([CH2:13][CH2:14][N:15]2[C:24]3[C:19](=[CH:20][CH:21]=[C:22]([F:25])[CH:23]=3)[CH:18]=[CH:17][C:16]2=[O:26])[CH2:10]1. (7) Given the reactants Br[C:2]1[CH:3]=[C:4]2[C:9](=[C:10]([O:12][CH3:13])[CH:11]=1)[N:8]=[C:7]([C:14]1[CH:15]=[N:16][CH:17]=[CH:18][CH:19]=1)[N:6]=[C:5]2[NH:20][CH3:21].[F:22][C:23]1[C:28]2[CH:29]=[CH:30][O:31][C:27]=2[C:26](B(O)O)=[CH:25][CH:24]=1.[O-]P([O-])([O-])=O.[K+].[K+].[K+], predict the reaction product. The product is: [F:22][C:23]1[C:28]2[CH:29]=[CH:30][O:31][C:27]=2[C:26]([C:2]2[CH:3]=[C:4]3[C:9](=[C:10]([O:12][CH3:13])[CH:11]=2)[N:8]=[C:7]([C:14]2[CH:15]=[N:16][CH:17]=[CH:18][CH:19]=2)[N:6]=[C:5]3[NH:20][CH3:21])=[CH:25][CH:24]=1. (8) Given the reactants O=[C:2]1[CH2:7][CH2:6][CH2:5][S:4][CH:3]1[C:8]([O:10]C)=O.[Cl:12][C:13]1[CH:14]=[C:15]([CH:19]=[CH:20][CH:21]=1)[C:16]([NH2:18])=[NH:17], predict the reaction product. The product is: [Cl:12][C:13]1[CH:14]=[C:15]([C:16]2[N:17]=[C:8]([OH:10])[C:3]3[S:4][CH2:5][CH2:6][CH2:7][C:2]=3[N:18]=2)[CH:19]=[CH:20][CH:21]=1. (9) Given the reactants C(OC(=O)[NH:7][C:8]1[CH:13]=[C:12]([CH2:14][CH2:15][CH3:16])[C:11]([C:17]([F:20])([F:19])[F:18])=[CH:10][C:9]=1[NH:21][C:22](=[O:41])[CH2:23][C:24]([C:26]1[CH:31]=[CH:30][CH:29]=[C:28]([C:32]2[CH:33]=[N:34][C:35]([CH:38]3[CH2:40][CH2:39]3)=[CH:36][CH:37]=2)[CH:27]=1)=O)(C)(C)C.C(O)(C(F)(F)F)=O, predict the reaction product. The product is: [CH:38]1([C:35]2[N:34]=[CH:33][C:32]([C:28]3[CH:27]=[C:26]([C:24]4[CH2:23][C:22](=[O:41])[NH:21][C:9]5[CH:10]=[C:11]([C:17]([F:20])([F:18])[F:19])[C:12]([CH2:14][CH2:15][CH3:16])=[CH:13][C:8]=5[N:7]=4)[CH:31]=[CH:30][CH:29]=3)=[CH:37][CH:36]=2)[CH2:39][CH2:40]1. (10) Given the reactants [N+:1]([C:4]1[CH:9]=[CH:8][C:7](B(O)O)=[CH:6][CH:5]=1)([O-:3])=[O:2].Br[C:14]1[CH:19]=[CH:18][C:17]([C:20]([C@@H:22]2[CH2:26][CH2:25][CH2:24][C@H:23]2[C:27]([OH:30])([CH3:29])[CH3:28])=[O:21])=[CH:16][CH:15]=1.[F-].[K+].COCCOC, predict the reaction product. The product is: [OH:30][C:27]([C@@H:23]1[CH2:24][CH2:25][CH2:26][C@H:22]1[C:20]([C:17]1[CH:18]=[CH:19][C:14]([C:7]2[CH:8]=[CH:9][C:4]([N+:1]([O-:3])=[O:2])=[CH:5][CH:6]=2)=[CH:15][CH:16]=1)=[O:21])([CH3:29])[CH3:28].